This data is from Catalyst prediction with 721,799 reactions and 888 catalyst types from USPTO. The task is: Predict which catalyst facilitates the given reaction. Reactant: [Br:1][C:2]1[CH:3]=[C:4]([F:20])[C:5]([CH:8](C(OC)=O)[C:9]([O:11][C:12](C)(C)C)=[O:10])=[N:6][CH:7]=1.[C:21]([OH:27])([C:23]([F:26])([F:25])[F:24])=[O:22]. Product: [F:24][C:23]([F:26])([F:25])[C:21]([O-:27])=[O:22].[Br:1][C:2]1[CH:3]=[C:4]([F:20])[C:5]([CH2:8][C:9]([O:11][CH3:12])=[O:10])=[NH+:6][CH:7]=1. The catalyst class is: 2.